This data is from Forward reaction prediction with 1.9M reactions from USPTO patents (1976-2016). The task is: Predict the product of the given reaction. (1) Given the reactants [Mg+2:1].[Br-:2].[Br-].[P:4]([O:16][CH2:17][CH2:18][O:19][CH3:20])([O:11][CH2:12][CH2:13][O:14][CH3:15])([O:6][CH2:7][CH2:8][O:9][CH3:10])=[O:5], predict the reaction product. The product is: [Mg+2:1].[Br-:2].[Br-:2].[P:4]([O:6][CH2:7][CH2:8][O:9][CH3:10])([O:16][CH2:17][CH2:18][O:19][CH3:20])([O:11][CH2:12][CH2:13][O:14][CH3:15])=[O:5]. (2) Given the reactants [N:1]1[C:10]2[C:5](=[CH:6][CH:7]=[CH:8][CH:9]=2)[C:4]([C:11]([OH:13])=O)=[CH:3][N:2]=1.CCN=C=N[CH2:19][CH2:20][CH2:21][N:22](C)C.C1C=CC2N([OH:34])N=NC=2C=1.N[C:36]12[C:54]3[C:49](=[CH:50][CH:51]=[CH:52][CH:53]=3)[C:48](=[O:55])C1(O)C1[C:43]([O:44]2)=[CH:42][C:41]([CH:45]([CH3:47])[CH3:46])=[CH:40]C=1, predict the reaction product. The product is: [OH:34][C:36]12[C:54]3[C:49](=[CH:50][CH:51]=[CH:52][CH:53]=3)[C:48](=[O:55])[C:21]1([NH:22][C:11]([C:4]1[C:5]3[C:10](=[CH:9][CH:8]=[CH:7][CH:6]=3)[N:1]=[N:2][CH:3]=1)=[O:13])[C:20]1[CH:19]=[CH:40][C:41]([CH:45]([CH3:47])[CH3:46])=[CH:42][C:43]=1[O:44]2. (3) Given the reactants Br[C:2]1[CH:7]=[CH:6][C:5]([S:8]([N:11]2[CH2:26][CH2:25][C:14]3([O:19][CH2:18][C:17](=[O:20])[N:16]([CH2:21][CH2:22][O:23][CH3:24])[CH2:15]3)[CH2:13][CH2:12]2)(=[O:10])=[O:9])=[CH:4][CH:3]=1.CC1(C)C(C)(C)OB([C:35]2[CH:44]=[C:43]3[C:38]([CH:39]=[CH:40][CH:41]=[N:42]3)=[CH:37][CH:36]=2)O1.C(=O)([O-])[O-].[K+].[K+], predict the reaction product. The product is: [CH3:24][O:23][CH2:22][CH2:21][N:16]1[CH2:15][C:14]2([CH2:25][CH2:26][N:11]([S:8]([C:5]3[CH:6]=[CH:7][C:2]([C:35]4[CH:44]=[C:43]5[C:38]([CH:39]=[CH:40][CH:41]=[N:42]5)=[CH:37][CH:36]=4)=[CH:3][CH:4]=3)(=[O:10])=[O:9])[CH2:12][CH2:13]2)[O:19][CH2:18][C:17]1=[O:20].